From a dataset of Reaction yield outcomes from USPTO patents with 853,638 reactions. Predict the reaction yield, written as a fraction of the theoretical maximum amount of product (1.0 means a 100% yield; for example, 0.34 means a 34% yield). (1) The reactants are [Br:1][C:2]1[CH:3]=[C:4]2[C:8](=[CH:9][CH:10]=1)[NH:7][C:6](=[O:11])[CH2:5]2.[N:12]1([CH2:17][CH2:18][CH2:19][NH:20][C:21]([C:23]2[NH:24][C:25]([CH:29]=O)=[C:26]([CH3:28])[CH:27]=2)=[O:22])[CH2:16][CH2:15][CH2:14][CH2:13]1. No catalyst specified. The product is [N:12]1([CH2:17][CH2:18][CH2:19][NH:20][C:21]([C:23]2[NH:24][C:25]([CH:29]=[C:5]3[C:4]4[C:8](=[CH:9][CH:10]=[C:2]([Br:1])[CH:3]=4)[NH:7][C:6]3=[O:11])=[C:26]([CH3:28])[CH:27]=2)=[O:22])[CH2:13][CH2:14][CH2:15][CH2:16]1. The yield is 0.170. (2) The reactants are [Cl:1][C:2]1[N:7]=[C:6]([NH:8]C(=O)C(C)(C)C)[CH:5]=[C:4]([CH3:15])[CH:3]=1.[OH-].[Na+]. The catalyst is Cl. The product is [Cl:1][C:2]1[N:7]=[C:6]([NH2:8])[CH:5]=[C:4]([CH3:15])[CH:3]=1. The yield is 0.820. (3) The reactants are [F:1][C:2]([F:7])([F:6])[C:3]([OH:5])=[O:4].[F:8][C:9]([F:14])([F:13])[C:10]([OH:12])=[O:11].FC(F)(F)C(O)=O.[CH3:22][C:23]1[CH:32]=[C:31]([CH2:33][O:34][C:35]2[CH:40]=[CH:39][C:38]([C:41]3([N:50]4[CH2:55][CH2:54][NH:53][CH2:52][CH2:51]4)[C:46](=[O:47])[NH:45][C:44](=[O:48])[NH:43][C:42]3=[O:49])=[CH:37][CH:36]=2)[C:30]2[C:25](=[CH:26][CH:27]=[CH:28][CH:29]=2)[N:24]=1.[C:56](Cl)(=[O:61])[C:57]([CH3:60])([CH3:59])[CH3:58]. No catalyst specified. The product is [F:1][C:2]([F:7])([F:6])[C:3]([OH:5])=[O:4].[F:8][C:9]([F:14])([F:13])[C:10]([OH:12])=[O:11].[CH3:58][C:57]([CH3:60])([CH3:59])[C:56]([N:53]1[CH2:54][CH2:55][N:50]([C:41]2([C:38]3[CH:37]=[CH:36][C:35]([O:34][CH2:33][C:31]4[C:30]5[C:25](=[CH:26][CH:27]=[CH:28][CH:29]=5)[N:24]=[C:23]([CH3:22])[CH:32]=4)=[CH:40][CH:39]=3)[C:46](=[O:47])[NH:45][C:44](=[O:48])[NH:43][C:42]2=[O:49])[CH2:51][CH2:52]1)=[O:61]. The yield is 0.400.